The task is: Regression. Given two drug SMILES strings and cell line genomic features, predict the synergy score measuring deviation from expected non-interaction effect.. This data is from NCI-60 drug combinations with 297,098 pairs across 59 cell lines. (1) Drug 1: COC1=C(C=C2C(=C1)N=CN=C2NC3=CC(=C(C=C3)F)Cl)OCCCN4CCOCC4. Drug 2: C1=NC2=C(N1)C(=S)N=C(N2)N. Cell line: HOP-62. Synergy scores: CSS=39.4, Synergy_ZIP=-0.145, Synergy_Bliss=-0.300, Synergy_Loewe=0.709, Synergy_HSA=3.60. (2) Drug 1: C1CCN(CC1)CCOC2=CC=C(C=C2)C(=O)C3=C(SC4=C3C=CC(=C4)O)C5=CC=C(C=C5)O. Drug 2: CC=C1C(=O)NC(C(=O)OC2CC(=O)NC(C(=O)NC(CSSCCC=C2)C(=O)N1)C(C)C)C(C)C. Cell line: SF-539. Synergy scores: CSS=21.1, Synergy_ZIP=-0.902, Synergy_Bliss=-2.07, Synergy_Loewe=-0.937, Synergy_HSA=-1.02. (3) Drug 1: CC1=C2C(C(=O)C3(C(CC4C(C3C(C(C2(C)C)(CC1OC(=O)C(C(C5=CC=CC=C5)NC(=O)C6=CC=CC=C6)O)O)OC(=O)C7=CC=CC=C7)(CO4)OC(=O)C)O)C)OC(=O)C. Drug 2: CC1C(C(CC(O1)OC2CC(OC(C2O)C)OC3=CC4=CC5=C(C(=O)C(C(C5)C(C(=O)C(C(C)O)O)OC)OC6CC(C(C(O6)C)O)OC7CC(C(C(O7)C)O)OC8CC(C(C(O8)C)O)(C)O)C(=C4C(=C3C)O)O)O)O. Cell line: OVCAR3. Synergy scores: CSS=65.4, Synergy_ZIP=3.87, Synergy_Bliss=2.25, Synergy_Loewe=-2.61, Synergy_HSA=4.20. (4) Drug 1: C1=C(C(=O)NC(=O)N1)F. Drug 2: CCC1(CC2CC(C3=C(CCN(C2)C1)C4=CC=CC=C4N3)(C5=C(C=C6C(=C5)C78CCN9C7C(C=CC9)(C(C(C8N6C)(C(=O)OC)O)OC(=O)C)CC)OC)C(=O)OC)O.OS(=O)(=O)O. Cell line: SN12C. Synergy scores: CSS=32.3, Synergy_ZIP=-4.49, Synergy_Bliss=-4.27, Synergy_Loewe=-0.144, Synergy_HSA=1.13. (5) Cell line: BT-549. Drug 2: C(CC(=O)O)C(=O)CN.Cl. Synergy scores: CSS=-3.86, Synergy_ZIP=4.27, Synergy_Bliss=-8.57, Synergy_Loewe=-11.0, Synergy_HSA=-11.1. Drug 1: CC1=C(C=C(C=C1)NC2=NC=CC(=N2)N(C)C3=CC4=NN(C(=C4C=C3)C)C)S(=O)(=O)N.Cl. (6) Drug 1: CN(C)N=NC1=C(NC=N1)C(=O)N. Drug 2: CCC(=C(C1=CC=CC=C1)C2=CC=C(C=C2)OCCN(C)C)C3=CC=CC=C3.C(C(=O)O)C(CC(=O)O)(C(=O)O)O. Cell line: DU-145. Synergy scores: CSS=-1.56, Synergy_ZIP=0.161, Synergy_Bliss=-1.36, Synergy_Loewe=-4.82, Synergy_HSA=-4.13. (7) Drug 1: CC(C)(C#N)C1=CC(=CC(=C1)CN2C=NC=N2)C(C)(C)C#N. Drug 2: C1CNP(=O)(OC1)N(CCCl)CCCl. Cell line: NCIH23. Synergy scores: CSS=3.97, Synergy_ZIP=-7.03, Synergy_Bliss=-8.57, Synergy_Loewe=-12.0, Synergy_HSA=-9.33.